This data is from Catalyst prediction with 721,799 reactions and 888 catalyst types from USPTO. The task is: Predict which catalyst facilitates the given reaction. (1) Reactant: CC1(C)[O:6][CH:5]([CH2:7][O:8][C:9]2[CH:10]=[C:11]3[C:16](=[CH:17][C:18]=2[O:19][CH2:20][CH2:21][O:22][CH3:23])[C:15]([O:24][CH:25]([CH3:27])[CH3:26])=[N:14][C:13]([NH:28][C:29]2[CH:33]=[C:32]([CH3:34])[NH:31][N:30]=2)=[CH:12]3)[CH2:4][O:3]1.C([O-])(O)=O.[Na+]. Product: [CH:25]([O:24][C:15]1[C:16]2[C:11](=[CH:10][C:9]([O:8][CH2:7][CH:5]([OH:6])[CH2:4][OH:3])=[C:18]([O:19][CH2:20][CH2:21][O:22][CH3:23])[CH:17]=2)[CH:12]=[C:13]([NH:28][C:29]2[CH:33]=[C:32]([CH3:34])[NH:31][N:30]=2)[N:14]=1)([CH3:27])[CH3:26]. The catalyst class is: 1. (2) Product: [OH:8][CH2:9][C@H:10]1[CH2:15][CH2:14][C@H:13]([N:16]2[C:21]3[C:22]4[CH:28]=[CH:27][N:26]([CH2:29][O:30][CH2:31][CH2:32][Si:33]([CH3:35])([CH3:34])[CH3:36])[C:23]=4[N:24]=[CH:25][C:20]=3[C:19](=[O:37])[N:18]=[CH:17]2)[CH2:12][CH2:11]1. Reactant: [Si]([O:8][CH2:9][C@H:10]1[CH2:15][CH2:14][C@H:13]([N:16]2[C:21]3[C:22]4[CH:28]=[CH:27][N:26]([CH2:29][O:30][CH2:31][CH2:32][Si:33]([CH3:36])([CH3:35])[CH3:34])[C:23]=4[N:24]=[CH:25][C:20]=3[C:19](=[O:37])[N:18]=[CH:17]2)[CH2:12][CH2:11]1)(C(C)(C)C)(C)C.Cl.[OH-].[Na+]. The catalyst class is: 12. (3) The catalyst class is: 16. Reactant: Br[CH2:2][C:3]1[N:7]([C:8]2[CH:13]=[CH:12][CH:11]=[CH:10][CH:9]=2)[N:6]=[C:5]([C:14]2[CH:19]=[CH:18][CH:17]=[CH:16][CH:15]=2)[N:4]=1.[C-:20]#[N:21].[K+].O. Product: [C:8]1([N:7]2[C:3]([CH2:2][C:20]#[N:21])=[N:4][C:5]([C:14]3[CH:19]=[CH:18][CH:17]=[CH:16][CH:15]=3)=[N:6]2)[CH:13]=[CH:12][CH:11]=[CH:10][CH:9]=1. (4) Reactant: [Cl:1][C:2]1[C:7]([Cl:8])=[CH:6][CH:5]=[CH:4][C:3]=1[CH2:9][CH2:10][O:11][CH2:12][CH2:13][N:14]1[CH2:19][CH2:18][CH:17]([OH:20])[CH2:16][CH2:15]1.C[N+]1([O-])CCOCC1.CCOCC. Product: [Cl:1][C:2]1[C:7]([Cl:8])=[CH:6][CH:5]=[CH:4][C:3]=1[CH2:9][CH2:10][O:11][CH2:12][CH2:13][N:14]1[CH2:15][CH2:16][C:17](=[O:20])[CH2:18][CH2:19]1. The catalyst class is: 862. (5) Reactant: C([O:3][C:4](=[O:36])[CH2:5][CH2:6][C:7]1[CH:12]=[CH:11][C:10]([O:13][CH2:14][CH2:15][C@H:16]([O:18][C:19]2[CH:24]=[CH:23][C:22]([Cl:25])=[CH:21][C:20]=2[O:26][C:27]2[CH:32]=[CH:31][CH:30]=[CH:29][CH:28]=2)[CH3:17])=[CH:9][C:8]=1[CH2:33][CH2:34][CH3:35])C.[OH-].[Na+]. Product: [Cl:25][C:22]1[CH:23]=[CH:24][C:19]([O:18][C@H:16]([CH3:17])[CH2:15][CH2:14][O:13][C:10]2[CH:11]=[CH:12][C:7]([CH2:6][CH2:5][C:4]([OH:36])=[O:3])=[C:8]([CH2:33][CH2:34][CH3:35])[CH:9]=2)=[C:20]([O:26][C:27]2[CH:28]=[CH:29][CH:30]=[CH:31][CH:32]=2)[CH:21]=1. The catalyst class is: 14. (6) Reactant: [Cl:1][C:2]1[CH:7]=[CH:6][C:5]([CH2:8][C:9](Cl)=[O:10])=[CH:4][CH:3]=1.[Al+3].[Cl-].[Cl-].[Cl-].[F:16][C:17]1[CH:18]=[C:19]([OH:23])[CH:20]=[CH:21][CH:22]=1.N. Product: [Cl:1][C:2]1[CH:7]=[CH:6][C:5]([CH2:8][C:9]([C:20]2[CH:21]=[CH:22][C:17]([F:16])=[CH:18][C:19]=2[OH:23])=[O:10])=[CH:4][CH:3]=1. The catalyst class is: 279. (7) Reactant: I[CH:2]([O:4][C:5](=[O:15])[O:6][CH2:7][CH:8]1[CH2:12][O:11][C:10]([CH3:14])([CH3:13])[O:9]1)[CH3:3].[Na+].[NH2:17][C:18]1[S:22][N:21]=[C:20](/[C:23](=[N:41]/[O:42][CH2:43][F:44])/[C:24]([NH:26][CH:27]2[C:34](=[O:35])[N:33]3[CH:28]2[S:29][CH2:30][C:31]([CH:39]=[O:40])=[C:32]3[C:36]([O-:38])=[O:37])=[O:25])[N:19]=1. Product: [CH3:13][C:10]1([CH3:14])[O:9][CH:8]([CH2:7][O:6][C:5]([O:4][CH:2]([O:38][C:36]([C:32]2[N:33]3[CH:28]([S:29][CH2:30][C:31]=2[CH:39]=[O:40])[CH:27]([NH:26][C:24](=[O:25])[C:23]([C:20]2[N:19]=[C:18]([NH2:17])[S:22][N:21]=2)=[N:41][O:42][CH2:43][F:44])[C:34]3=[O:35])=[O:37])[CH3:3])=[O:15])[CH2:12][O:11]1. The catalyst class is: 44.